The task is: Predict which catalyst facilitates the given reaction.. This data is from Catalyst prediction with 721,799 reactions and 888 catalyst types from USPTO. (1) Product: [CH3:1][C:2]1[C:3]([C:9]([CH:11]2[CH2:13][CH2:12]2)=[O:10])=[N:4][CH:5]=[CH:6][C:7]=1[Cl:8]. Reactant: [CH3:1][C:2]1[C:3]([CH:9]([CH:11]2[CH2:13][CH2:12]2)[OH:10])=[N:4][CH:5]=[CH:6][C:7]=1[Cl:8]. The catalyst class is: 704. (2) Reactant: [Cl:1][C:2]1[CH:7]=[CH:6][C:5]([NH:8][C:9]([N:11]2[C@H:20]([C:21]([OH:23])=O)[CH2:19][C:18]3[C:13](=[CH:14][C:15]([O:26][CH3:27])=[C:16]([O:24][CH3:25])[CH:17]=3)[CH2:12]2)=[O:10])=[CH:4][CH:3]=1.[CH3:28][N:29]1[CH2:33][CH2:32][N:31]=[C:30]1[C:34]1[CH:39]=[CH:38][C:37]([NH2:40])=[CH:36][CH:35]=1.C(Cl)CCl. Product: [CH3:28][N:29]1[CH2:33][CH2:32][N:31]=[C:30]1[C:34]1[CH:39]=[CH:38][C:37]([NH:40][C:21]([C@@H:20]2[CH2:19][C:18]3[C:13](=[CH:14][C:15]([O:26][CH3:27])=[C:16]([O:24][CH3:25])[CH:17]=3)[CH2:12][N:11]2[C:9]([NH:8][C:5]2[CH:4]=[CH:3][C:2]([Cl:1])=[CH:7][CH:6]=2)=[O:10])=[O:23])=[CH:36][CH:35]=1. The catalyst class is: 18. (3) Reactant: [Br:1][C:2]1[CH:7]=[CH:6][N:5]=[C:4]([CH2:8][C:9]([C:12]2[CH:17]=[CH:16][C:15]([F:18])=[CH:14][CH:13]=2)=[N:10]O)[CH:3]=1. Product: [Br:1][C:2]1[CH:7]=[CH:6][N:5]2[N:10]=[C:9]([C:12]3[CH:17]=[CH:16][C:15]([F:18])=[CH:14][CH:13]=3)[CH:8]=[C:4]2[CH:3]=1. The catalyst class is: 26. (4) Reactant: [CH2:1]([O:3][P:4]([CH2:7][C:8]1[CH:13]=[CH:12][C:11]([C:14](=[O:35])[NH:15][C:16]2[CH:21]=[C:20]([C:22]3[S:23][CH:24]=[CH:25][CH:26]=3)[CH:19]=[CH:18][C:17]=2[NH:27]C(OC(C)(C)C)=O)=[CH:10][CH:9]=1)([CH3:6])=[O:5])[CH3:2].C(O)(C(F)(F)F)=O. Product: [CH2:1]([O:3][P:4]([CH2:7][C:8]1[CH:9]=[CH:10][C:11]([C:14](=[O:35])[NH:15][C:16]2[CH:21]=[C:20]([C:22]3[S:23][CH:24]=[CH:25][CH:26]=3)[CH:19]=[CH:18][C:17]=2[NH2:27])=[CH:12][CH:13]=1)([CH3:6])=[O:5])[CH3:2]. The catalyst class is: 2. (5) Reactant: [CH3:1][O:2][C:3]1[C:4](C=O)=[CH:5][C:6]2[CH2:7][CH:8]([C:17]3[CH:22]=[CH:21][C:20]([O:23][CH3:24])=[CH:19][CH:18]=3)[CH:9]3[CH:14]([C:15]=2[CH:16]=1)[CH2:13][CH2:12][CH2:11][CH2:10]3.[C:27]([C:32]1C=CC=C[C:33]=1P(=C)(C1C=CC=CC=1)C1C=CC=CC=1)([O:29][CH2:30][CH3:31])=[O:28].C(OCC)C. The catalyst class is: 11. Product: [CH2:30]([O:29][C:27](=[O:28])[CH:32]=[CH:33][C:4]1[C:3]([O:2][CH3:1])=[CH:16][C:15]2[CH:14]3[CH:9]([CH2:10][CH2:11][CH2:12][CH2:13]3)[CH:8]([C:17]3[CH:18]=[CH:19][C:20]([O:23][CH3:24])=[CH:21][CH:22]=3)[CH2:7][C:6]=2[CH:5]=1)[CH3:31]. (6) Reactant: C(OC([N:8]1[CH2:12][CH2:11][CH2:10][CH:9]1[C:13]1[NH:14][C:15]([C:18]2[CH:23]=[CH:22][C:21]([C:24]3[CH:29]=[CH:28][C:27]([C:30]4[NH:31][C:32]([CH:35]5[CH2:39][CH2:38][CH2:37][N:36]5[C:40](=[O:53])[CH:41]([NH:48][C:49]([O:51][CH3:52])=[O:50])[CH2:42][CH2:43][C:44]([F:47])([F:46])[F:45])=[N:33][CH:34]=4)=[CH:26][CH:25]=3)=[CH:20][CH:19]=2)=[CH:16][N:17]=1)=O)(C)(C)C.FC(F)(F)C(O)=O. Product: [CH3:52][O:51][C:49](=[O:50])[NH:48][CH:41]([C:40]([N:36]1[CH2:37][CH2:38][CH2:39][CH:35]1[C:32]1[NH:31][C:30]([C:27]2[CH:26]=[CH:25][C:24]([C:21]3[CH:22]=[CH:23][C:18]([C:15]4[NH:14][C:13]([CH:9]5[CH2:10][CH2:11][CH2:12][NH:8]5)=[N:17][CH:16]=4)=[CH:19][CH:20]=3)=[CH:29][CH:28]=2)=[CH:34][N:33]=1)=[O:53])[CH2:42][CH2:43][C:44]([F:46])([F:45])[F:47]. The catalyst class is: 4. (7) Reactant: [Mg].II.[F:4][C:5]1[CH:10]=[CH:9][C:8]([CH2:11][CH2:12][CH2:13][CH2:14]Br)=[CH:7][CH:6]=1.[CH:16](=[O:21])[C:17]([CH3:20])([CH3:19])[CH3:18]. Product: [F:4][C:5]1[CH:10]=[CH:9][C:8]([CH2:11][CH2:12][CH2:13][CH2:14][CH:16]([OH:21])[C:17]([CH3:20])([CH3:19])[CH3:18])=[CH:7][CH:6]=1. The catalyst class is: 1. (8) Reactant: [Cl:1][C:2]1[CH:3]=[CH:4][C:5]2[N:11]([C:12](=[O:22])[C:13]3[CH:18]=[CH:17][C:16]([NH2:19])=[CH:15][C:14]=3[O:20][CH3:21])[CH2:10][CH2:9][CH2:8][CH:7]([CH2:23][C:24]([O:26][CH3:27])=[O:25])[C:6]=2[CH:28]=1.C(=O)([O-])[O-].[Na+].[Na+].[Br-].[Br-].[C:37]1([CH3:44])[C:38]([CH3:43])=[CH:39][CH:40]=[CH:41][CH:42]=1.[I-].[Na+]. Product: [Cl:1][C:2]1[CH:3]=[CH:4][C:5]2[N:11]([C:12](=[O:22])[C:13]3[CH:18]=[CH:17][C:16]([N:19]4[CH2:43][C:38]5[C:37](=[CH:42][CH:41]=[CH:40][CH:39]=5)[CH2:44]4)=[CH:15][C:14]=3[O:20][CH3:21])[CH2:10][CH2:9][CH2:8][CH:7]([CH2:23][C:24]([O:26][CH3:27])=[O:25])[C:6]=2[CH:28]=1. The catalyst class is: 8. (9) Reactant: [CH2:1]1[CH:11]2[CH:2]1[CH2:3][O:4][C:5]1[CH:6]=[CH:7][CH:8]=[C:9]([O:12][C:13]3[N:18]=[CH:17][C:16]([NH:19][C:20]([C@@:22]([NH:26]C(=O)OC(C)(C)C)([CH3:25])[CH2:23][CH3:24])=[O:21])=[CH:15][CH:14]=3)[C:10]=12.C(O)(C(F)(F)F)=O. Product: [CH2:1]1[CH:11]2[CH:2]1[CH2:3][O:4][C:5]1[CH:6]=[CH:7][CH:8]=[C:9]([O:12][C:13]3[N:18]=[CH:17][C:16]([NH:19][C:20](=[O:21])[C@@:22]([NH2:26])([CH3:25])[CH2:23][CH3:24])=[CH:15][CH:14]=3)[C:10]=12. The catalyst class is: 4.